Dataset: Catalyst prediction with 721,799 reactions and 888 catalyst types from USPTO. Task: Predict which catalyst facilitates the given reaction. (1) Reactant: [H-].[H-].[H-].[H-].[Li+].[Al+3].[OH:7][C@H:8]1[CH2:25][CH2:24][C@@:23]2([CH3:26])[C@:10]3([O:28][C@H:11]3[CH2:12][C@@H:13]3[C@@H:22]2[CH2:21][CH2:20][C@@:18]2([CH3:19])[C@H:14]3[CH2:15][CH2:16][C:17]2=[O:27])[CH2:9]1. Product: [CH3:19][C@:18]12[CH2:20][CH2:21][C@H:22]3[C@@H:13]([CH2:12][CH2:11][C@:10]4([OH:28])[C@:23]3([CH3:26])[CH2:24][CH2:25][C@H:8]([OH:7])[CH2:9]4)[C@@H:14]1[CH2:15][CH2:16][C@@H:17]2[OH:27]. The catalyst class is: 1. (2) Reactant: [ClH:1].[CH3:2][N:3]([CH3:12])[CH2:4][CH2:5][CH2:6][N:7]=[C:8]=[N:9][CH2:10][CH3:11].[ClH:13]. Product: [CH2:10]([Cl:13])[CH2:11][Cl:1].[CH3:12][N:3]([CH3:2])[CH2:4][CH2:5][CH2:6][N:7]=[C:8]=[N:9][CH2:10][CH3:11]. The catalyst class is: 344.